Dataset: Retrosynthesis with 50K atom-mapped reactions and 10 reaction types from USPTO. Task: Predict the reactants needed to synthesize the given product. (1) Given the product O=C(COc1ccc(N2CCN(CCC3CCNCC3)CC2)cc1)OC1CCCC1, predict the reactants needed to synthesize it. The reactants are: O=C(O)COc1ccc(N2CCN(CCC3CCNCC3)CC2)cc1.OC1CCCC1. (2) Given the product COc1ccc(/C(=N\O)c2ccccc2F)c(O)c1Cl, predict the reactants needed to synthesize it. The reactants are: COc1ccc(C(=O)c2ccccc2F)c(O)c1Cl.NO. (3) Given the product CC(=O)Oc1cc(OCc2ccccc2C)cc(C(=O)O)c1, predict the reactants needed to synthesize it. The reactants are: CC(=O)O.Cc1ccccc1COc1cc(O)cc(C(=O)O)c1. (4) Given the product COC(=O)c1c2c(nn1CCNC(=O)OC(C)(C)C)-c1cc(Br)c(OC)cc1CC2, predict the reactants needed to synthesize it. The reactants are: CC(C)(C)OC(=O)NCCBr.COC(=O)c1[nH]nc2c1CCc1cc(OC)c(Br)cc1-2. (5) Given the product Cn1nc(-c2ccc(C(c3ccc(OCc4ccccn4)cc3)C(C)(C)C)cc2)oc1=O, predict the reactants needed to synthesize it. The reactants are: CC(C)(C)C(c1ccc(OCc2ccccn2)cc1)c1ccc(-c2n[nH]c(=O)o2)cc1.CI. (6) Given the product Cn1c(C(=O)O)cc2ncccc21, predict the reactants needed to synthesize it. The reactants are: COC(=O)c1cc2ncccc2n1C. (7) The reactants are: CCCCCCCC/C=C\CCCCCCCC(=O)O.CN(C)CCO. Given the product CCCCCCCC/C=C\CCCCCCCC(=O)OCCN(C)C, predict the reactants needed to synthesize it.